This data is from Full USPTO retrosynthesis dataset with 1.9M reactions from patents (1976-2016). The task is: Predict the reactants needed to synthesize the given product. (1) Given the product [C:14]([O:13][C:11]([N:9]1[CH2:10][C@@H:5]([N:4]([CH2:3][CH:2]([CH3:1])[CH3:41])[C:22]([C:24]2[N:28]([CH2:29][CH2:30][C:31]3[CH:32]=[CH:33][CH:34]=[CH:35][CH:36]=3)[C:27]3[CH:37]=[CH:38][CH:39]=[CH:40][C:26]=3[N:25]=2)=[O:23])[CH2:6][C@@H:7]([C:18]([OH:20])=[O:19])[CH2:8]1)=[O:12])([CH3:15])([CH3:17])[CH3:16], predict the reactants needed to synthesize it. The reactants are: [CH3:1][CH:2]([CH3:41])[CH2:3][N:4]([C:22]([C:24]1[N:28]([CH2:29][CH2:30][C:31]2[CH:36]=[CH:35][CH:34]=[CH:33][CH:32]=2)[C:27]2[CH:37]=[CH:38][CH:39]=[CH:40][C:26]=2[N:25]=1)=[O:23])[C@@H:5]1[CH2:10][N:9]([C:11]([O:13][C:14]([CH3:17])([CH3:16])[CH3:15])=[O:12])[CH2:8][C@H:7]([C:18]([O:20]C)=[O:19])[CH2:6]1.[OH-].[Na+].Cl. (2) Given the product [C:31]([NH:1][C:2]1[CH:11]=[CH:10][C:9]([N:12]2[CH2:17][CH2:16][C@H:15]([NH:18][C:19]([O:21][CH2:22][C:23]3[CH:24]=[CH:25][CH:26]=[CH:27][CH:28]=3)=[O:20])[C@H:14]([O:29][CH3:30])[CH2:13]2)=[CH:8][C:3]=1[C:4]([O:6][CH3:7])=[O:5])(=[O:33])[CH3:32], predict the reactants needed to synthesize it. The reactants are: [NH2:1][C:2]1[CH:11]=[CH:10][C:9]([N:12]2[CH2:17][CH2:16][C@H:15]([NH:18][C:19]([O:21][CH2:22][C:23]3[CH:28]=[CH:27][CH:26]=[CH:25][CH:24]=3)=[O:20])[C@H:14]([O:29][CH3:30])[CH2:13]2)=[CH:8][C:3]=1[C:4]([O:6][CH3:7])=[O:5].[C:31](Cl)(=[O:33])[CH3:32].C(N(CC)CC)C.CO. (3) Given the product [C:33]([O:32][C:30]([N:27]1[CH2:28][CH2:29][CH:25]([CH2:24][NH:23][CH2:1][C:3]2[C:11]3[C:10]([C:12]([O:14][CH3:15])=[O:13])=[CH:9][CH:8]=[N:7][C:6]=3[N:5]([C:16]([O:18][C:19]([CH3:22])([CH3:21])[CH3:20])=[O:17])[CH:4]=2)[CH2:26]1)=[O:31])([CH3:36])([CH3:35])[CH3:34], predict the reactants needed to synthesize it. The reactants are: [CH:1]([C:3]1[C:11]2[C:10]([C:12]([O:14][CH3:15])=[O:13])=[CH:9][CH:8]=[N:7][C:6]=2[N:5]([C:16]([O:18][C:19]([CH3:22])([CH3:21])[CH3:20])=[O:17])[CH:4]=1)=O.[NH2:23][CH2:24][CH:25]1[CH2:29][CH2:28][N:27]([C:30]([O:32][C:33]([CH3:36])([CH3:35])[CH3:34])=[O:31])[CH2:26]1.C([BH3-])#N.[Na+]. (4) Given the product [F:8][C:7]1[C:2]([F:1])=[C:3]([C:16]2[S:17][CH:18]=[CH:19][CH:20]=2)[C:4]2=[N:15][S:21][N:14]=[C:5]2[C:6]=1[C:9]1[S:10][CH:11]=[CH:12][CH:13]=1, predict the reactants needed to synthesize it. The reactants are: [F:1][C:2]1[C:7]([F:8])=[C:6]([C:9]2[S:10][CH:11]=[CH:12][CH:13]=2)[C:5]([NH2:14])=[C:4]([NH2:15])[C:3]=1[C:16]1[S:17][CH:18]=[CH:19][CH:20]=1.[S:21](=NC1C=CC=CC=1)=O.Cl[Si](C)(C)C. (5) Given the product [N:47]1[CH:46]=[CH:45][CH:44]=[CH:43][C:42]=1[NH:41][C:17]([C:15]1[CH:14]=[C:13]([O:20][CH:21]([CH3:22])[CH3:23])[C:11]2[CH2:12][CH:8]([CH2:1][C:2]3[CH:3]=[CH:4][CH:5]=[CH:6][CH:7]=3)[O:9][C:10]=2[CH:16]=1)=[O:18], predict the reactants needed to synthesize it. The reactants are: [CH2:1]([CH:8]1[CH2:12][C:11]2[C:13]([O:20][CH:21]([CH3:23])[CH3:22])=[CH:14][C:15]([C:17](O)=[O:18])=[CH:16][C:10]=2[O:9]1)[C:2]1[CH:7]=[CH:6][CH:5]=[CH:4][CH:3]=1.CCN(C(C)C)C(C)C.CN(C(O[N:41]1N=N[C:43]2[CH:44]=[CH:45][CH:46]=[N:47][C:42]1=2)=[N+](C)C)C.F[P-](F)(F)(F)(F)F.N1C=CC=CC=1N. (6) Given the product [CH2:8]([O:7][C:3](=[O:10])[CH2:22][C:21]([C:18]1[CH:19]=[CH:20][C:14]2[O:13][CH:12]([CH3:11])[CH2:16][C:15]=2[CH:17]=1)=[O:23])[CH3:9], predict the reactants needed to synthesize it. The reactants are: [H-].[Na+].[C:3](=[O:10])([O:7][CH2:8][CH3:9])OCC.[CH3:11][CH:12]1[CH2:16][C:15]2[CH:17]=[C:18]([C:21](=[O:23])[CH3:22])[CH:19]=[CH:20][C:14]=2[O:13]1.C(O)(=O)C. (7) The reactants are: [Br:1][C:2]1[CH:3]=[CH:4][C:5]([CH2:8][C:9]([OH:11])=[O:10])=[N:6][CH:7]=1.S(Cl)(Cl)=O.[CH3:16]O. Given the product [CH3:16][O:10][C:9](=[O:11])[CH2:8][C:5]1[CH:4]=[CH:3][C:2]([Br:1])=[CH:7][N:6]=1, predict the reactants needed to synthesize it. (8) Given the product [CH3:11][O:9][C:8]([C:3]1[C:2]([CH3:1])=[N:7][CH:6]=[CH:5][N:4]=1)=[O:10], predict the reactants needed to synthesize it. The reactants are: [CH3:1][C:2]1[C:3]([C:8]([OH:10])=[O:9])=[N:4][CH:5]=[CH:6][N:7]=1.[CH3:11][Si](C=[N+]=[N-])(C)C.